The task is: Predict the product of the given reaction.. This data is from Forward reaction prediction with 1.9M reactions from USPTO patents (1976-2016). (1) Given the reactants [Cl:1][C:2]1[CH:3]=[CH:4][C:5]([O:16][CH2:17][CH:18]([CH3:20])[CH3:19])=[C:6]([CH2:8][N:9]2[C:13]([CH3:14])=[CH:12][C:11]([NH2:15])=[N:10]2)[CH:7]=1.C(N(CC)CC)C.[CH3:28][CH:29]([CH3:34])[CH2:30][C:31](Cl)=[O:32], predict the reaction product. The product is: [Cl:1][C:2]1[CH:3]=[CH:4][C:5]([O:16][CH2:17][CH:18]([CH3:20])[CH3:19])=[C:6]([CH2:8][N:9]2[C:13]([CH3:14])=[CH:12][C:11]([NH:15][C:31](=[O:32])[CH2:30][CH:29]([CH3:34])[CH3:28])=[N:10]2)[CH:7]=1. (2) Given the reactants Cl[C:2]1[C:17]([C:18]2[CH:23]=[CH:22][C:21]([Cl:24])=[CH:20][CH:19]=2)=[CH:16][C:5]([C:6]([NH:8][C@@H:9]2[CH2:14][CH2:13][CH2:12][CH2:11][C@H:10]2[OH:15])=[O:7])=[CH:4][N:3]=1.[C:25]([CH:27]1[CH2:29][CH2:28]1)#[CH:26], predict the reaction product. The product is: [Cl:24][C:21]1[CH:22]=[CH:23][C:18]([C:17]2[C:2]([C:26]#[C:25][CH:27]3[CH2:29][CH2:28]3)=[N:3][CH:4]=[C:5]([CH:16]=2)[C:6]([NH:8][C@@H:9]2[CH2:14][CH2:13][CH2:12][CH2:11][C@H:10]2[OH:15])=[O:7])=[CH:19][CH:20]=1.